Predict the product of the given reaction. From a dataset of Forward reaction prediction with 1.9M reactions from USPTO patents (1976-2016). (1) Given the reactants [NH2:1][C@@H:2]([CH2:5][CH:6]([C:8]1[CH:13]=[CH:12][CH:11]=[CH:10][CH:9]=1)[CH3:7])[CH2:3][OH:4].[N:14]#[C:15]Br, predict the reaction product. The product is: [C:8]1([CH:6]([CH3:7])[CH2:5][C@H:2]2[CH2:3][O:4][C:15]([NH2:14])=[N:1]2)[CH:9]=[CH:10][CH:11]=[CH:12][CH:13]=1. (2) The product is: [Br:11][C:12]1[CH:19]=[C:18]([Cl:20])[CH:17]=[CH:16][C:13]=1[CH2:14][N:7]1[CH:8]=[CH:9][CH:10]=[C:6]1[C:3](=[O:5])[CH3:4]. Given the reactants [OH-].[K+].[C:3]([C:6]1[NH:7][CH:8]=[CH:9][CH:10]=1)(=[O:5])[CH3:4].[Br:11][C:12]1[CH:19]=[C:18]([Cl:20])[CH:17]=[CH:16][C:13]=1[CH2:14]Br.[Cl-].[Na+], predict the reaction product. (3) The product is: [F:1][C:2]1[CH:8]=[C:6]2[C:5]([CH:9]=[CH:10][NH:7]2)=[CH:4][C:3]=1[C:15]([F:18])([F:17])[F:16]. Given the reactants [F:1][C:2]1[C:3]([C:15]([F:18])([F:17])[F:16])=[CH:4][C:5]([C:9]#[C:10][Si](C)(C)C)=[C:6]([CH:8]=1)[NH2:7], predict the reaction product. (4) Given the reactants [F:1][C:2]1[C:7]([F:8])=[C:6]([F:9])[CH:5]=[CH:4][C:3]=1[N+:10]([O-])=O.[C:13]([O:18][CH3:19])(=[O:17])[C:14]([CH3:16])=O.S([O-])([O-])(=O)=O.[Mg+2].[H][H], predict the reaction product. The product is: [F:1][C:2]1[C:7]([F:8])=[C:6]([F:9])[CH:5]=[CH:4][C:3]=1[NH:10][CH:14]([CH3:16])[C:13]([O:18][CH3:19])=[O:17]. (5) Given the reactants [C:1]([C:5]1[CH:10]=[CH:9][C:8]([C:11]2[N:15]([CH3:16])[N:14]=[C:13]([C:17](=O)[CH3:18])[C:12]=2[OH:20])=[CH:7][CH:6]=1)([CH3:4])([CH3:3])[CH3:2].[NH:21]([C:23]([C:25]1[CH:34]=[CH:33][C:28]([C:29]([O:31][CH3:32])=[O:30])=[C:27]([OH:35])[CH:26]=1)=[O:24])[NH2:22], predict the reaction product. The product is: [C:1]([C:5]1[CH:10]=[CH:9][C:8]([C:11]2[N:15]([CH3:16])[N:14]=[C:13]([C:17](=[N:22][NH:21][C:23]([C:25]3[CH:34]=[CH:33][C:28]([C:29]([O:31][CH3:32])=[O:30])=[C:27]([OH:35])[CH:26]=3)=[O:24])[CH3:18])[C:12]=2[OH:20])=[CH:7][CH:6]=1)([CH3:4])([CH3:3])[CH3:2].